This data is from Forward reaction prediction with 1.9M reactions from USPTO patents (1976-2016). The task is: Predict the product of the given reaction. Given the reactants [C:1]([C:3]1[C:4]([N:16]2[CH2:19][CH:18]([C:20](O)=[O:21])[CH2:17]2)=[N:5][C:6]([O:14][CH3:15])=[C:7]([C:9]([O:11][CH2:12][CH3:13])=[O:10])[CH:8]=1)#[N:2].[F:23][C:24]1[CH:29]=[CH:28][C:27]([CH2:30][S:31]([NH2:34])(=[O:33])=[O:32])=[CH:26][CH:25]=1, predict the reaction product. The product is: [CH2:12]([O:11][C:9](=[O:10])[C:7]1[CH:8]=[C:3]([C:1]#[N:2])[C:4]([N:16]2[CH2:19][CH:18]([C:20](=[O:21])[NH:34][S:31]([CH2:30][C:27]3[CH:28]=[CH:29][C:24]([F:23])=[CH:25][CH:26]=3)(=[O:33])=[O:32])[CH2:17]2)=[N:5][C:6]=1[O:14][CH3:15])[CH3:13].